Task: Predict hERG channel inhibition at various concentrations.. Dataset: hERG Central: cardiac toxicity at 1µM, 10µM, and general inhibition The drug is Cc1cc(C)n(CCN(C)C(=O)CCc2nnc(-c3ccc4c(c3)OCO4)o2)n1. Results: hERG_inhib (hERG inhibition (general)): blocker.